From a dataset of Catalyst prediction with 721,799 reactions and 888 catalyst types from USPTO. Predict which catalyst facilitates the given reaction. (1) Reactant: [N:1]1([CH2:6][C:7]([OH:9])=O)[CH:5]=[CH:4][N:3]=[CH:2]1.[N+:10]([C:13]1[CH:18]=[C:17]([NH2:19])[CH:16]=[CH:15][C:14]=1[NH2:20])([O-:12])=[O:11].C(OP(ON1C(=O)C2C=CC=CC=2N=N1)(OCC)=O)C.C(N(CC)CC)C. Product: [NH2:20][C:14]1[CH:15]=[CH:16][C:17]([NH:19][C:7](=[O:9])[CH2:6][N:1]2[CH:5]=[CH:4][N:3]=[CH:2]2)=[CH:18][C:13]=1[N+:10]([O-:12])=[O:11]. The catalyst class is: 10. (2) Reactant: [CH3:1][C:2]1[CH:7]=[CH:6][CH:5]=[C:4]([CH3:8])[C:3]=1[CH2:9][N:10]1[C:14]([C:15]([O:17][CH3:18])=[O:16])=[CH:13][C:12]([OH:19])=[N:11]1.N1C=CC=CC=1.[S:26](O[S:26]([C:29]([F:32])([F:31])[F:30])(=[O:28])=[O:27])([C:29]([F:32])([F:31])[F:30])(=[O:28])=[O:27]. Product: [CH3:8][C:4]1[CH:5]=[CH:6][CH:7]=[C:2]([CH3:1])[C:3]=1[CH2:9][N:10]1[C:14]([C:15]([O:17][CH3:18])=[O:16])=[CH:13][C:12]([O:19][S:26]([C:29]([F:32])([F:31])[F:30])(=[O:28])=[O:27])=[N:11]1. The catalyst class is: 11. (3) Reactant: [C:1]1([CH2:7][N:8]2[CH2:13][CH2:12][N:11]([C:14]3[CH:22]=[CH:21][C:17]([C:18](O)=[O:19])=[CH:16][CH:15]=3)[CH2:10][CH2:9]2)[CH:6]=[CH:5][CH:4]=[CH:3][CH:2]=1.[O:23]1[CH2:28][CH2:27][CH2:26][CH2:25][CH:24]1[O:29][NH2:30]. Product: [C:1]1([CH2:7][N:8]2[CH2:9][CH2:10][N:11]([C:14]3[CH:15]=[CH:16][C:17]([C:18]([NH:30][O:29][CH:24]4[CH2:25][CH2:26][CH2:27][CH2:28][O:23]4)=[O:19])=[CH:21][CH:22]=3)[CH2:12][CH2:13]2)[CH:2]=[CH:3][CH:4]=[CH:5][CH:6]=1. The catalyst class is: 2.